This data is from Peptide-MHC class I binding affinity with 185,985 pairs from IEDB/IMGT. The task is: Regression. Given a peptide amino acid sequence and an MHC pseudo amino acid sequence, predict their binding affinity value. This is MHC class I binding data. The peptide sequence is VVKDDPDHY. The MHC is HLA-A33:01 with pseudo-sequence HLA-A33:01. The binding affinity (normalized) is 0.